Dataset: Full USPTO retrosynthesis dataset with 1.9M reactions from patents (1976-2016). Task: Predict the reactants needed to synthesize the given product. (1) Given the product [N:1]1([CH:5]([C:7]2[N:8]=[C:9]([NH:14][C:15]3[S:16][C:17]([C:23]4[CH:28]=[CH:27][C:26]([F:29])=[CH:25][CH:24]=4)=[CH:18][C:19]=3[C:20]([NH2:22])=[O:21])[CH:10]=[CH:11][CH:12]=2)[CH3:6])[CH2:4][CH2:3][CH2:2]1, predict the reactants needed to synthesize it. The reactants are: [N:1]1([CH:5]([C:7]2[CH:12]=[CH:11][CH:10]=[C:9](Br)[N:8]=2)[CH3:6])[CH2:4][CH2:3][CH2:2]1.[NH2:14][C:15]1[S:16][C:17]([C:23]2[CH:28]=[CH:27][C:26]([F:29])=[CH:25][CH:24]=2)=[CH:18][C:19]=1[C:20]([NH2:22])=[O:21]. (2) The reactants are: [NH2:1][C:2]1[C:10]2[C:9]([C:11]3[CH:16]=[CH:15][C:14]([Cl:17])=[C:13]([Cl:18])[CH:12]=3)=[N:8][C:7](S(C)=O)=[N:6][C:5]=2[S:4][C:3]=1[C:22]([NH2:24])=[O:23].[NH2:25][CH2:26][CH2:27][CH3:28]. Given the product [NH2:1][C:2]1[C:10]2[C:9]([C:11]3[CH:16]=[CH:15][C:14]([Cl:17])=[C:13]([Cl:18])[CH:12]=3)=[N:8][C:7]([NH:25][CH2:26][CH2:27][CH3:28])=[N:6][C:5]=2[S:4][C:3]=1[C:22]([NH2:24])=[O:23], predict the reactants needed to synthesize it. (3) Given the product [CH3:1][O:2][C:3]1[CH:4]=[C:5]2[C:10](=[CH:11][C:12]=1[O:13][CH3:14])[N:9]=[CH:8][N:7]=[C:6]2[O:15][C:16]1[CH:22]=[CH:21][C:19]([NH:20][C:29](=[O:35])[O:28][CH:26]2[CH2:39][CH2:38][CH2:37][CH2:41]2)=[C:18]([CH3:23])[C:17]=1[CH3:24], predict the reactants needed to synthesize it. The reactants are: [CH3:1][O:2][C:3]1[CH:4]=[C:5]2[C:10](=[CH:11][C:12]=1[O:13][CH3:14])[N:9]=[CH:8][N:7]=[C:6]2[O:15][C:16]1[CH:22]=[CH:21][C:19]([NH2:20])=[C:18]([CH3:23])[C:17]=1[CH3:24].Cl[C:26](Cl)([O:28][C:29](=[O:35])OC(Cl)(Cl)Cl)Cl.[CH:37]1(O)[CH2:41]C[CH2:39][CH2:38]1.C(=O)(O)[O-].[Na+]. (4) Given the product [CH2:13]([N:5]1[CH:6]=[N:7][C:8]2[C:4]1=[N:3][CH:2]=[N:1][C:9]=2[NH2:10])[C:14]1[CH:19]=[CH:18][CH:17]=[CH:16][CH:15]=1, predict the reactants needed to synthesize it. The reactants are: [N:1]1[C:9]([NH2:10])=[C:8]2[C:4]([N:5]=[CH:6][NH:7]2)=[N:3][CH:2]=1.[H-].[Na+].[CH2:13](Br)[C:14]1[CH:19]=[CH:18][CH:17]=[CH:16][CH:15]=1. (5) Given the product [N:19]([CH2:22][C@@H:23]([NH:24][C:16]([C:12]1[S:13][CH:14]=[CH:15][C:11]=1[NH:10][C:9]1[CH:8]=[CH:7][N:6]=[C:5]2[NH:1][CH:2]=[CH:3][C:4]=12)=[O:18])[C:25]1[CH:26]=[CH:27][CH:28]=[CH:29][CH:30]=1)=[N+:20]=[N-:21], predict the reactants needed to synthesize it. The reactants are: [NH:1]1[C:5]2=[N:6][CH:7]=[CH:8][C:9]([NH:10][C:11]3[CH:15]=[CH:14][S:13][C:12]=3[C:16]([OH:18])=O)=[C:4]2[CH:3]=[CH:2]1.[N:19]([CH2:22][C@H:23]([C:25]1[CH:30]=[CH:29][CH:28]=[CH:27][CH:26]=1)[NH2:24])=[N+:20]=[N-:21].CCN(C(C)C)C(C)C.O. (6) Given the product [CH2:19]([O:18][C:16](=[O:17])[C:15]([CH3:22])([S:10][CH2:9][CH:6]1[CH2:7][CH2:8][O:3][CH2:4][CH2:5]1)[CH3:21])[CH3:20], predict the reactants needed to synthesize it. The reactants are: [OH-].[K+].[O:3]1[CH2:8][CH2:7][CH:6]([CH2:9][S:10]C(=O)C)[CH2:5][CH2:4]1.Br[C:15]([CH3:22])([CH3:21])[C:16]([O:18][CH2:19][CH3:20])=[O:17]. (7) Given the product [ClH:51].[N:30]1[CH:31]=[CH:32][CH:33]=[CH:34][C:29]=1[CH2:28][NH:27][C:25]([NH:24][C:20]1[CH:19]=[C:18]([C:14]2[CH:15]=[CH:16][CH:17]=[C:12]([O:11][CH2:10][C@@H:9]([C:35]([O:37][CH3:38])=[O:36])[NH2:8])[CH:13]=2)[CH:23]=[CH:22][CH:21]=1)=[O:26], predict the reactants needed to synthesize it. The reactants are: C1(C(C2C=CC=CC=2)(C2C=CC=CC=2)[NH:8][C@H:9]([C:35]([O:37][CH3:38])=[O:36])[CH2:10][O:11][C:12]2[CH:13]=[C:14]([C:18]3[CH:23]=[CH:22][CH:21]=[C:20]([NH:24][C:25]([NH:27][CH2:28][C:29]4[CH:34]=[CH:33][CH:32]=[CH:31][N:30]=4)=[O:26])[CH:19]=3)[CH:15]=[CH:16][CH:17]=2)C=CC=CC=1.[ClH:51]. (8) Given the product [CH2:1]([O:3][C:4]([N:6]1[CH2:14][CH:13]2[CH:8]([CH2:9][CH2:10][CH2:11][C:12]2([OH:15])[C:17]#[C:18][C:19]2[CH:24]=[CH:23][CH:22]=[CH:21][CH:20]=2)[CH2:7]1)=[O:5])[CH3:2], predict the reactants needed to synthesize it. The reactants are: [CH2:1]([O:3][C:4]([N:6]1[CH2:14][CH:13]2[CH:8]([CH2:9][CH2:10][CH2:11][C:12]2=[O:15])[CH2:7]1)=[O:5])[CH3:2].[Li+].[C-:17]#[C:18][C:19]1[CH:24]=[CH:23][CH:22]=[CH:21][CH:20]=1.[Cl-].[NH4+].